From a dataset of Reaction yield outcomes from USPTO patents with 853,638 reactions. Predict the reaction yield, written as a fraction of the theoretical maximum amount of product (1.0 means a 100% yield; for example, 0.34 means a 34% yield). (1) The reactants are [Cl:1][C:2]1[CH:32]=[CH:31][CH:30]=[C:29]([C:33]([F:36])([F:35])[F:34])[C:3]=1[C:4]([N:6]1[C:14]2[C:9](=[CH:10][CH:11]=[C:12](B(O)O)[CH:13]=2)[C:8]([C:18]2[CH:23]=[CH:22][C:21]([C:24]([O:26][CH3:27])=[O:25])=[CH:20][C:19]=2[F:28])=[N:7]1)=[O:5].C[Si]([N-][Si](C)(C)C)(C)C.[Na+].N[C@H]1CC[CH2:51][CH2:50][C@@H:49]1[OH:54].IC1COC1. The catalyst is CC(O)C. The product is [Cl:1][C:2]1[CH:32]=[CH:31][CH:30]=[C:29]([C:33]([F:36])([F:35])[F:34])[C:3]=1[C:4]([N:6]1[C:14]2[C:9](=[CH:10][CH:11]=[C:12]([CH:50]3[CH2:49][O:54][CH2:51]3)[CH:13]=2)[C:8]([C:18]2[CH:23]=[CH:22][C:21]([C:24]([O:26][CH3:27])=[O:25])=[CH:20][C:19]=2[F:28])=[N:7]1)=[O:5]. The yield is 0.169. (2) The reactants are [CH2:1]([N:3]1[CH:12]=[C:11]([C:13]2[CH:14]=[N:15][NH:16][CH:17]=2)[C:10]2[C:5](=[CH:6][C:7]([O:20][CH3:21])=[C:8]([O:18][CH3:19])[CH:9]=2)[C:4]1=[O:22])[CH3:2].[H-].[Na+].[F:25][C:26]1[CH:33]=[CH:32][CH:31]=[CH:30][C:27]=1[CH2:28]Br. The catalyst is CN(C=O)C.CCOC(C)=O.O. The product is [F:25][C:26]1[CH:33]=[CH:32][CH:31]=[CH:30][C:27]=1[CH2:28][N:15]1[CH:14]=[C:13]([C:11]2[C:10]3[C:5](=[CH:6][C:7]([O:20][CH3:21])=[C:8]([O:18][CH3:19])[CH:9]=3)[C:4](=[O:22])[N:3]([CH2:1][CH3:2])[CH:12]=2)[CH:17]=[N:16]1. The yield is 0.560. (3) The reactants are Br[C:2]1[CH:3]=[CH:4][C:5]([Cl:19])=[C:6]([CH:18]=1)[CH2:7][C:8]1[CH:17]=[CH:16][C:11]2[O:12][CH2:13][CH2:14][O:15][C:10]=2[CH:9]=1.C([Li])CCC.[CH2:25]([O:32][C@@H:33]1[C@@H:38]([O:39][CH2:40][C:41]2[CH:46]=[CH:45][CH:44]=[CH:43][CH:42]=2)[C@H:37]([O:47][CH2:48][C:49]2[CH:54]=[CH:53][CH:52]=[CH:51][CH:50]=2)[C@@H:36]([CH2:55][O:56][CH2:57][C:58]2[CH:63]=[CH:62][CH:61]=[CH:60][CH:59]=2)[S:35][C:34]1=[O:64])[C:26]1[CH:31]=[CH:30][CH:29]=[CH:28][CH:27]=1. The catalyst is O1CCCC1. The product is [CH2:25]([O:32][C@@H:33]1[C@@H:38]([O:39][CH2:40][C:41]2[CH:46]=[CH:45][CH:44]=[CH:43][CH:42]=2)[C@H:37]([O:47][CH2:48][C:49]2[CH:50]=[CH:51][CH:52]=[CH:53][CH:54]=2)[C@@H:36]([CH2:55][O:56][CH2:57][C:58]2[CH:59]=[CH:60][CH:61]=[CH:62][CH:63]=2)[S:35][C:34]1([C:2]1[CH:3]=[CH:4][C:5]([Cl:19])=[C:6]([CH2:7][C:8]2[CH:17]=[CH:16][C:11]3[O:12][CH2:13][CH2:14][O:15][C:10]=3[CH:9]=2)[CH:18]=1)[OH:64])[C:26]1[CH:31]=[CH:30][CH:29]=[CH:28][CH:27]=1. The yield is 0.950. (4) No catalyst specified. The reactants are Cl.[NH:2]1[CH2:7][CH2:6][CH2:5][CH:4]([C:8]2[CH:23]=[CH:22][C:11]([O:12][C:13]3[CH:21]=[CH:20][C:16]([C:17]([NH2:19])=[O:18])=[CH:15][N:14]=3)=[CH:10][CH:9]=2)[CH2:3]1.[CH:24]1([CH:30]=O)[CH2:29][CH2:28][CH2:27][CH2:26][CH2:25]1.[BH4-].[Na+]. The yield is 0.190. The product is [CH:24]1([CH2:30][N:2]2[CH2:7][CH2:6][CH2:5][CH:4]([C:8]3[CH:9]=[CH:10][C:11]([O:12][C:13]4[CH:21]=[CH:20][C:16]([C:17]([NH2:19])=[O:18])=[CH:15][N:14]=4)=[CH:22][CH:23]=3)[CH2:3]2)[CH2:29][CH2:28][CH2:27][CH2:26][CH2:25]1.